From a dataset of Reaction yield outcomes from USPTO patents with 853,638 reactions. Predict the reaction yield, written as a fraction of the theoretical maximum amount of product (1.0 means a 100% yield; for example, 0.34 means a 34% yield). The reactants are [F:1][CH:2]([F:39])[O:3][C:4]1[CH:5]=[C:6]2[C:10](=[CH:11][CH:12]=1)[N:9]([CH3:13])[N:8]=[C:7]2[C:14]1[N:15]=[C:16]2[C:22]([C:23]([NH:25][C:26]([CH3:30])([CH3:29])[CH2:27][OH:28])=[O:24])=[CH:21][N:20](COCC[Si](C)(C)C)[C:17]2=[N:18][CH:19]=1.C(O)(C(F)(F)F)=O. The catalyst is ClCCl. The product is [F:39][CH:2]([F:1])[O:3][C:4]1[CH:5]=[C:6]2[C:10](=[CH:11][CH:12]=1)[N:9]([CH3:13])[N:8]=[C:7]2[C:14]1[N:15]=[C:16]2[C:22]([C:23]([NH:25][C:26]([CH3:29])([CH3:30])[CH2:27][OH:28])=[O:24])=[CH:21][NH:20][C:17]2=[N:18][CH:19]=1. The yield is 0.757.